Dataset: Reaction yield outcomes from USPTO patents with 853,638 reactions. Task: Predict the reaction yield, written as a fraction of the theoretical maximum amount of product (1.0 means a 100% yield; for example, 0.34 means a 34% yield). (1) The reactants are Br[C:2]1[C:7](=[O:8])[N:6]([CH2:9][C:10]2[CH:15]=[CH:14][C:13]([C:16]3[C:17]([C:22]#[N:23])=[CH:18][CH:19]=[CH:20][CH:21]=3)=[CH:12][CH:11]=2)[C:5]([O:24][CH2:25][CH3:26])=[N:4][C:3]=1[CH3:27].[C:28]1(B(O)O)[CH:33]=[CH:32][CH:31]=[CH:30][CH:29]=1.C(=O)([O-])[O-].[Cs+].[Cs+]. The catalyst is O1CCOCC1.C(OCC)(=O)C.C1C=CC(P(C2C=CC=CC=2)[C-]2C=CC=C2)=CC=1.C1C=CC(P(C2C=CC=CC=2)[C-]2C=CC=C2)=CC=1.Cl[Pd]Cl.[Fe+2]. The product is [CH2:25]([O:24][C:5]1[N:6]([CH2:9][C:10]2[CH:15]=[CH:14][C:13]([C:16]3[C:17]([C:22]#[N:23])=[CH:18][CH:19]=[CH:20][CH:21]=3)=[CH:12][CH:11]=2)[C:7](=[O:8])[C:2]([C:28]2[CH:33]=[CH:32][CH:31]=[CH:30][CH:29]=2)=[C:3]([CH3:27])[N:4]=1)[CH3:26]. The yield is 0.780. (2) The catalyst is CN(C)C=O. The product is [CH3:1][C:2]1[C:6]([C:7]([O:9][CH2:10][CH3:11])=[O:8])=[CH:5][N:4]([C:13]2[CH:18]=[CH:17][C:16]([C:19]([F:22])([F:21])[F:20])=[CH:15][N:14]=2)[N:3]=1. The yield is 0.970. The reactants are [CH3:1][C:2]1[C:6]([C:7]([O:9][CH2:10][CH3:11])=[O:8])=[CH:5][NH:4][N:3]=1.Cl[C:13]1[CH:18]=[CH:17][C:16]([C:19]([F:22])([F:21])[F:20])=[CH:15][N:14]=1.C(=O)([O-])[O-].[K+].[K+].Cl. (3) The reactants are [CH2:1]([O:15][CH2:16][CH:17]([O:23][CH2:24][CH2:25][CH2:26][CH2:27][CH2:28][CH2:29][CH2:30][CH2:31][CH2:32][CH2:33][CH2:34][CH2:35][CH2:36][CH3:37])[CH2:18][O:19]CC=C)[CH2:2][CH2:3][CH2:4][CH2:5][CH2:6][CH2:7][CH2:8][CH2:9][CH2:10][CH2:11][CH2:12][CH2:13][CH3:14].FC(F)(F)C(O)=O. The catalyst is C(O)C.[Sn].C1C=CC([P]([Pd]([P](C2C=CC=CC=2)(C2C=CC=CC=2)C2C=CC=CC=2)([P](C2C=CC=CC=2)(C2C=CC=CC=2)C2C=CC=CC=2)[P](C2C=CC=CC=2)(C2C=CC=CC=2)C2C=CC=CC=2)(C2C=CC=CC=2)C2C=CC=CC=2)=CC=1. The product is [CH2:1]([O:15][CH2:16][CH:17]([O:23][CH2:24][CH2:25][CH2:26][CH2:27][CH2:28][CH2:29][CH2:30][CH2:31][CH2:32][CH2:33][CH2:34][CH2:35][CH2:36][CH3:37])[CH2:18][OH:19])[CH2:2][CH2:3][CH2:4][CH2:5][CH2:6][CH2:7][CH2:8][CH2:9][CH2:10][CH2:11][CH2:12][CH2:13][CH3:14]. The yield is 0.831.